Dataset: Forward reaction prediction with 1.9M reactions from USPTO patents (1976-2016). Task: Predict the product of the given reaction. (1) Given the reactants Cl[C:2]1[N:20]=[C:5]2[C:6]([C:10]3[CH:15]=[CH:14][C:13]([S:16]([CH3:19])(=[O:18])=[O:17])=[CH:12][CH:11]=3)=[CH:7][CH:8]=[CH:9][N:4]2[N:3]=1.[NH2:21][C:22]1[CH:23]=[C:24]([N:28]2[CH2:33][CH2:32][N:31]([CH2:34][C@@H:35]([OH:37])[CH3:36])[CH2:30][CH2:29]2)[CH:25]=[CH:26][CH:27]=1.C1(P(C2CCCCC2)C2C=CC=CC=2C2C=CC=CC=2P(C2CCCCC2)C2CCCCC2)CCCCC1, predict the reaction product. The product is: [CH3:19][S:16]([C:13]1[CH:14]=[CH:15][C:10]([C:6]2[C:5]3[N:4]([N:3]=[C:2]([NH:21][C:22]4[CH:23]=[C:24]([N:28]5[CH2:29][CH2:30][N:31]([CH2:34][C@@H:35]([OH:37])[CH3:36])[CH2:32][CH2:33]5)[CH:25]=[CH:26][CH:27]=4)[N:20]=3)[CH:9]=[CH:8][CH:7]=2)=[CH:11][CH:12]=1)(=[O:18])=[O:17]. (2) Given the reactants [C:1]([O:5][C:6](=[O:19])[C:7]([S:10][C:11]1[S:12][CH:13]=[C:14]([CH2:16][CH2:17][OH:18])[N:15]=1)([CH3:9])[CH3:8])([CH3:4])([CH3:3])[CH3:2].O[C:21]1[CH:26]=[CH:25][C:24]([NH:27][C:28](=[O:35])[C:29]2[CH:34]=[CH:33][CH:32]=[CH:31][CH:30]=2)=[CH:23][CH:22]=1.C1(P(C2C=CC=CC=2)C2C=CC=CC=2)C=CC=CC=1.[N+](C(OCC)=O)(C(OCC)=O)=[N-], predict the reaction product. The product is: [C:1]([O:5][C:6](=[O:19])[C:7]([S:10][C:11]1[S:12][CH:13]=[C:14]([CH2:16][CH2:17][O:18][C:21]2[CH:22]=[CH:23][C:24]([NH:27][C:28](=[O:35])[C:29]3[CH:34]=[CH:33][CH:32]=[CH:31][CH:30]=3)=[CH:25][CH:26]=2)[N:15]=1)([CH3:9])[CH3:8])([CH3:2])([CH3:4])[CH3:3]. (3) The product is: [F:1][C:2]1[CH:3]=[CH:4][C:5]([O:6][C:7]2[CH:8]=[CH:9][C:10]([S:13]([N:16]3[CH2:25][CH2:24][C:23]4[C:18](=[CH:19][CH:20]=[C:21]([O:26][CH2:43][CH2:44][N:33]5[CH2:34][CH2:35][CH2:36][CH2:37][CH2:38]5)[CH:22]=4)[CH:17]3[C:27]([O:29][CH3:30])=[O:28])(=[O:14])=[O:15])=[CH:11][CH:12]=2)=[CH:31][CH:32]=1. Given the reactants [F:1][C:2]1[CH:32]=[CH:31][C:5]([O:6][C:7]2[CH:12]=[CH:11][C:10]([S:13]([N:16]3[CH2:25][CH2:24][C:23]4[C:18](=[CH:19][CH:20]=[C:21]([OH:26])[CH:22]=4)[CH:17]3[C:27]([O:29][CH3:30])=[O:28])(=[O:15])=[O:14])=[CH:9][CH:8]=2)=[CH:4][CH:3]=1.[NH:33]1[CH2:38][CH2:37][CH:36](CCO)[CH2:35][CH2:34]1.F[C:43]1C=CC(OC2C=CC(S(N3CCC4C(=CC=C(OCCCN5CCN(C)CC5)C=4)C3C(OC)=O)(=O)=O)=CC=2)=C[CH:44]=1, predict the reaction product. (4) Given the reactants [CH2:1]([N:8]1[C:16]2[C:11](=[N:12][C:13]([N:17](C(OC(C)(C)C)=O)[NH:18][C:19](OC(C)(C)C)=O)=[CH:14][CH:15]=2)[CH:10]=[CH:9]1)[C:2]1[CH:7]=[CH:6][CH:5]=[CH:4][CH:3]=1.[C:33](O)(=O)C, predict the reaction product. The product is: [CH2:1]([N:8]1[C:16]2[CH:15]=[CH:14][C:13]3[N:12]([C:19]([CH3:33])=[N:18][N:17]=3)[C:11]=2[CH:10]=[CH:9]1)[C:2]1[CH:3]=[CH:4][CH:5]=[CH:6][CH:7]=1. (5) Given the reactants [Cl:1][C:2]1[CH:8]=[C:7]([O:9][C:10]2[C:19]3[C:14](=[CH:15][C:16]([O:22][CH3:23])=[C:17]([O:20][CH3:21])[CH:18]=3)[N:13]=[CH:12][N:11]=2)[CH:6]=[CH:5][C:3]=1[NH2:4].ClC(Cl)(O[C:28](=[O:34])OC(Cl)(Cl)Cl)Cl.[CH2:36]([NH:38][CH2:39][CH3:40])[CH3:37].CO, predict the reaction product. The product is: [Cl:1][C:2]1[CH:8]=[C:7]([O:9][C:10]2[C:19]3[C:14](=[CH:15][C:16]([O:22][CH3:23])=[C:17]([O:20][CH3:21])[CH:18]=3)[N:13]=[CH:12][N:11]=2)[CH:6]=[CH:5][C:3]=1[NH:4][C:28](=[O:34])[N:38]([CH2:39][CH3:40])[CH2:36][CH3:37]. (6) Given the reactants [Br:1][C:2]1[CH:3]=[C:4]([NH:9]C(=O)C)[CH:5]=[C:6]([F:8])[CH:7]=1.[ClH:13], predict the reaction product. The product is: [ClH:13].[Br:1][C:2]1[CH:3]=[C:4]([CH:5]=[C:6]([F:8])[CH:7]=1)[NH2:9]. (7) Given the reactants [Br:1][C:2]1[CH:3]=[C:4]2[C@@:13]3([CH2:17][O:16][C:15]([NH2:18])=[N:14]3)[C:10]3([CH2:12][CH2:11]3)[C:9]([CH3:20])([CH3:19])[O:8][C:5]2=[CH:6][CH:7]=1.[C:21](O[C:21]([O:23][C:24]([CH3:27])([CH3:26])[CH3:25])=[O:22])([O:23][C:24]([CH3:27])([CH3:26])[CH3:25])=[O:22], predict the reaction product. The product is: [Br:1][C:2]1[CH:3]=[C:4]2[C@@:13]3([CH2:17][O:16][C:15]([N:18]([C:21]([O:23][C:24]([CH3:27])([CH3:26])[CH3:25])=[O:22])[C:21]([O:23][C:24]([CH3:27])([CH3:26])[CH3:25])=[O:22])=[N:14]3)[C:10]3([CH2:12][CH2:11]3)[C:9]([CH3:20])([CH3:19])[O:8][C:5]2=[CH:6][CH:7]=1. (8) The product is: [C:36]([C:26]1[CH:25]=[C:24]([NH:23][C:21](=[O:22])[NH:20][C:13]2[C:14]3[C:19](=[CH:18][CH:17]=[CH:16][CH:15]=3)[C:10]([O:9][CH2:8][C:6]3[CH:5]=[CH:4][N:3]=[C:2]([NH:1][C:52](=[O:53])[CH2:51][O:50][CH3:49])[CH:7]=3)=[CH:11][CH:12]=2)[N:28]([C:29]2[CH:30]=[CH:31][C:32]([CH3:35])=[CH:33][CH:34]=2)[N:27]=1)([CH3:39])([CH3:38])[CH3:37]. Given the reactants [NH2:1][C:2]1[CH:7]=[C:6]([CH2:8][O:9][C:10]2[C:19]3[C:14](=[CH:15][CH:16]=[CH:17][CH:18]=3)[C:13]([NH:20][C:21]([NH:23][C:24]3[N:28]([C:29]4[CH:34]=[CH:33][C:32]([CH3:35])=[CH:31][CH:30]=4)[N:27]=[C:26]([C:36]([CH3:39])([CH3:38])[CH3:37])[CH:25]=3)=[O:22])=[CH:12][CH:11]=2)[CH:5]=[CH:4][N:3]=1.CCN(C(C)C)C(C)C.[CH3:49][O:50][CH2:51][C:52](Cl)=[O:53].N, predict the reaction product.